From a dataset of Forward reaction prediction with 1.9M reactions from USPTO patents (1976-2016). Predict the product of the given reaction. (1) Given the reactants C(OC([NH:8][C:9]1[CH:14]=[CH:13][CH:12]=[CH:11][C:10]=1[NH:15][C:16](=[O:29])[C:17]1[CH:22]=[CH:21][C:20]([CH:23]2[CH2:28][CH2:27][CH2:26][NH:25][CH2:24]2)=[CH:19][CH:18]=1)=O)(C)(C)C.Cl, predict the reaction product. The product is: [NH2:8][C:9]1[CH:14]=[CH:13][CH:12]=[CH:11][C:10]=1[NH:15][C:16](=[O:29])[C:17]1[CH:22]=[CH:21][C:20]([CH:23]2[CH2:28][CH2:27][CH2:26][NH:25][CH2:24]2)=[CH:19][CH:18]=1. (2) Given the reactants [C:1]1([CH3:35])[CH:6]=[CH:5][C:4]([C:7]2[N:8]=[C:9]3[CH2:23][CH2:22][CH2:21][N:20]([CH2:24][CH2:25][CH2:26]/[CH:27]=[C:28]4\[C:29](=[O:34])[NH:30][C:31](=[O:33])[S:32]\4)[C:10]3=[N:11][C:12]=2[C:13]2[CH:18]=[CH:17][C:16]([CH3:19])=[CH:15][CH:14]=2)=[CH:3][CH:2]=1.[BH4-].[Li+].Cl, predict the reaction product. The product is: [C:1]1([CH3:35])[CH:6]=[CH:5][C:4]([C:7]2[N:8]=[C:9]3[CH2:23][CH2:22][CH2:21][N:20]([CH2:24][CH2:25][CH2:26][CH2:27][CH:28]4[S:32][C:31](=[O:33])[NH:30][C:29]4=[O:34])[C:10]3=[N:11][C:12]=2[C:13]2[CH:14]=[CH:15][C:16]([CH3:19])=[CH:17][CH:18]=2)=[CH:3][CH:2]=1.